From a dataset of Peptide-MHC class I binding affinity with 185,985 pairs from IEDB/IMGT. Regression. Given a peptide amino acid sequence and an MHC pseudo amino acid sequence, predict their binding affinity value. This is MHC class I binding data. The binding affinity (normalized) is 0.0847. The MHC is HLA-B51:01 with pseudo-sequence HLA-B51:01. The peptide sequence is GALSRRYPH.